Predict the reaction yield, written as a fraction of the theoretical maximum amount of product (1.0 means a 100% yield; for example, 0.34 means a 34% yield). From a dataset of Reaction yield outcomes from USPTO patents with 853,638 reactions. The reactants are [I:1][C:2]1[CH:28]=[CH:27][C:5]([NH:6][CH:7]([C:9]2[CH:14]=[CH:13][C:12]([O:15][CH2:16][C:17]3[CH:18]=[N:19][C:20]([O:23][CH3:24])=[CH:21][CH:22]=3)=[C:11]([O:25][CH3:26])[CH:10]=2)[CH3:8])=[C:4]([N+:29]([O-])=O)[CH:3]=1.[Cl-].[NH4+].O. The catalyst is O1CCCC1.O.O.O.O.O.O.O.S([O-])([O-])(=O)=O.[Fe+2].[Zn]. The product is [I:1][C:2]1[CH:3]=[C:4]([NH2:29])[C:5]([NH:6][CH:7]([C:9]2[CH:14]=[CH:13][C:12]([O:15][CH2:16][C:17]3[CH:18]=[N:19][C:20]([O:23][CH3:24])=[CH:21][CH:22]=3)=[C:11]([O:25][CH3:26])[CH:10]=2)[CH3:8])=[CH:27][CH:28]=1. The yield is 0.680.